Predict the reactants needed to synthesize the given product. From a dataset of Retrosynthesis with 50K atom-mapped reactions and 10 reaction types from USPTO. (1) Given the product Cc1nc(-n2ccc(O)cc2=O)sc1C(=O)NCc1ccncc1, predict the reactants needed to synthesize it. The reactants are: Cc1nc(-n2ccc(O)cc2=O)sc1C(=O)O.NCc1ccncc1. (2) Given the product Cc1cc(NC(=O)CBr)no1, predict the reactants needed to synthesize it. The reactants are: Cc1cc(N)no1.O=C(Cl)CBr. (3) Given the product COC(=O)c1ccc(S(=O)(=O)NCc2cnc3ccccc3c2)cc1, predict the reactants needed to synthesize it. The reactants are: COC(=O)c1ccc(S(=O)(=O)Cl)cc1.NCc1cnc2ccccc2c1. (4) Given the product COCOc1cc(C=O)ccc1OCc1ccccc1, predict the reactants needed to synthesize it. The reactants are: COCCl.O=Cc1ccc(OCc2ccccc2)c(O)c1. (5) Given the product CN[C@@H](C)C(=O)N[C@H](C(=O)N1C[C@H]2CC(F)(F)CN2C[C@H]1C(=O)N[C@@H]1CCOc2ccccc21)C1CCCCC1, predict the reactants needed to synthesize it. The reactants are: C[C@@H](C(=O)N[C@H](C(=O)N1C[C@H]2CC(F)(F)CN2C[C@H]1C(=O)N[C@@H]1CCOc2ccccc21)C1CCCCC1)N(C)C(=O)OC(C)(C)C. (6) Given the product N[C@@H](c1ccccc1)[C@@H](O)C(=O)O, predict the reactants needed to synthesize it. The reactants are: CCOC(=O)[C@H](O)[C@@H](N)c1ccccc1.